Dataset: Reaction yield outcomes from USPTO patents with 853,638 reactions. Task: Predict the reaction yield, written as a fraction of the theoretical maximum amount of product (1.0 means a 100% yield; for example, 0.34 means a 34% yield). (1) The reactants are [C:1]([NH:4][CH:5]1[CH2:10][CH2:9][NH:8][CH2:7][CH2:6]1)(=[O:3])[CH3:2].C(=O)(O)[O-].[Na+].Cl[C:17]([O:19][CH2:20][CH3:21])=[O:18]. The catalyst is O.C(OCC)(=O)C. The product is [C:1]([NH:4][CH:5]1[CH2:10][CH2:9][N:8]([C:17]([O:19][CH2:20][CH3:21])=[O:18])[CH2:7][CH2:6]1)(=[O:3])[CH3:2]. The yield is 1.00. (2) The reactants are [CH3:1][O-].[Na+].[N:4]#[C:5][NH2:6].[Cl:7][C:8]1[CH:13]=[C:12]([N:14]=[C:15]=[S:16])[CH:11]=[C:10]([Cl:17])[C:9]=1[C:18]1[CH:23]=[CH:22][C:21]([F:24])=[CH:20][CH:19]=1.CI. The catalyst is CO. The product is [C:5](/[N:6]=[C:15](\[S:16][CH3:1])/[NH:14][C:12]1[CH:13]=[C:8]([Cl:7])[C:9]([C:18]2[CH:23]=[CH:22][C:21]([F:24])=[CH:20][CH:19]=2)=[C:10]([Cl:17])[CH:11]=1)#[N:4]. The yield is 0.620. (3) The reactants are [CH3:1][C:2]1[C:10]2[C:5](=[CH:6][CH:7]=[C:8]([C:11]#[N:12])[CH:9]=2)[NH:4][C:3]=1[C:13]1[CH:14]=[N:15][CH:16]=[CH:17][CH:18]=1.CN(C=[O:23])C.[H-].[Na+].Cl[CH2:27][O:28][C:29](=[O:34])[C:30]([CH3:33])([CH3:32])[CH3:31]. The catalyst is C(OCC)(=O)C. The product is [NH4+:4].[OH-:23].[C:11]([C:8]1[CH:9]=[C:10]2[C:5](=[CH:6][CH:7]=1)[N:4]([CH2:27][O:28][C:29](=[O:34])[C:30]([CH3:33])([CH3:32])[CH3:31])[C:3]([C:13]1[CH:14]=[N:15][CH:16]=[CH:17][CH:18]=1)=[C:2]2[CH3:1])#[N:12]. The yield is 0.00100. (4) The reactants are Cl[C:2]1[C:7]([N+:8]([O-:10])=[O:9])=[CH:6][CH:5]=[CH:4][N:3]=1.[CH:11]1([CH2:14][NH2:15])[CH2:13][CH2:12]1.O. The catalyst is O1CCCC1. The product is [CH:11]1([CH2:14][NH:15][C:2]2[C:7]([N+:8]([O-:10])=[O:9])=[CH:6][CH:5]=[CH:4][N:3]=2)[CH2:13][CH2:12]1. The yield is 0.957. (5) The reactants are [NH2:1][C:2]1[N:7]([CH3:8])[C:6](=[O:9])[NH:5][C:4](=[O:10])[CH:3]=1.CO[CH:13](OC)[N:14]([CH3:16])[CH3:15].Cl[CH2:20][C:21]1[CH:26]=[CH:25][C:24]([O:27][CH3:28])=[CH:23][CH:22]=1.C(=O)([O-])[O-].[K+].[K+]. The catalyst is CN(C=O)C.C(OCC)(=O)C. The product is [CH3:28][O:27][C:24]1[CH:25]=[CH:26][C:21]([CH2:20][N:5]2[C:4](=[O:10])[CH:3]=[C:2](/[N:1]=[CH:16]/[N:14]([CH3:13])[CH3:15])[N:7]([CH3:8])[C:6]2=[O:9])=[CH:22][CH:23]=1. The yield is 0.265. (6) The reactants are [Cl:1][C:2]1[CH:9]=[C:8]([CH2:10][OH:11])[C:7]([O:12][CH3:13])=[CH:6][C:3]=1[C:4]#N.[OH-:14].[Na+].[OH2:16]. The catalyst is C(O)C. The product is [Cl:1][C:2]1[CH:9]=[C:8]([CH2:10][OH:11])[C:7]([O:12][CH3:13])=[CH:6][C:3]=1[C:4]([OH:16])=[O:14]. The yield is 0.660. (7) The reactants are [Cl:1][C:2]1[CH:3]=[C:4]([NH2:20])[CH:5]=[C:6]([Cl:19])[C:7]=1[O:8][C:9]1[S:10][C:11]2[CH:17]=[C:16]([Cl:18])[CH:15]=[CH:14][C:12]=2[N:13]=1.[Cl:21][C:22]1[CH:27]=[C:26]([Cl:28])[CH:25]=[CH:24][C:23]=1[S:29](Cl)(=[O:31])=[O:30].O.Cl. The catalyst is N1C=CC=CC=1. The product is [Cl:21][C:22]1[CH:27]=[C:26]([Cl:28])[CH:25]=[CH:24][C:23]=1[S:29]([NH:20][C:4]1[CH:3]=[C:2]([Cl:1])[C:7]([O:8][C:9]2[S:10][C:11]3[CH:17]=[C:16]([Cl:18])[CH:15]=[CH:14][C:12]=3[N:13]=2)=[C:6]([Cl:19])[CH:5]=1)(=[O:31])=[O:30]. The yield is 0.460. (8) The reactants are [CH2:1]([O:3][SiH:4]([O:8][CH2:9][CH3:10])[O:5][CH2:6][CH3:7])[CH3:2].[CH2:11]([Cl:14])[CH:12]=[CH2:13]. No catalyst specified. The product is [Cl:14][CH2:11][CH2:12][CH2:13][Si:4]([O:8][CH2:9][CH3:10])([O:5][CH2:6][CH3:7])[O:3][CH2:1][CH3:2]. The yield is 0.700.